Dataset: Forward reaction prediction with 1.9M reactions from USPTO patents (1976-2016). Task: Predict the product of the given reaction. (1) The product is: [F:1][C:2]1[CH:3]=[C:4]([CH:13]2[CH2:14][O:23]2)[C:5]([CH3:12])=[C:6]2[C:10]=1[C:9](=[O:11])[O:8][CH2:7]2. Given the reactants [F:1][C:2]1[CH:3]=[C:4]([CH:13]=[CH2:14])[C:5]([CH3:12])=[C:6]2[C:10]=1[C:9](=[O:11])[O:8][CH2:7]2.C1C=C(Cl)C=C(C(OO)=[O:23])C=1, predict the reaction product. (2) Given the reactants [CH2:1]([O:8][C:9](=[O:17])[C:10]1[CH:15]=[CH:14][C:13]([NH2:16])=[CH:12][CH:11]=1)[C:2]1[CH:7]=[CH:6][CH:5]=[CH:4][CH:3]=1.[F:18][C:19]([F:30])([F:29])[C:20](O[C:20](=[O:21])[C:19]([F:30])([F:29])[F:18])=[O:21], predict the reaction product. The product is: [CH2:1]([O:8][C:9](=[O:17])[C:10]1[CH:11]=[CH:12][C:13]([NH:16][C:20](=[O:21])[C:19]([F:30])([F:29])[F:18])=[CH:14][CH:15]=1)[C:2]1[CH:3]=[CH:4][CH:5]=[CH:6][CH:7]=1. (3) Given the reactants Cl[C:2]1[N:6]([CH2:7][C:8]([O:10][C:11]([CH3:14])([CH3:13])[CH3:12])=[O:9])[C:5]2[CH:15]=[CH:16][CH:17]=[CH:18][C:4]=2[N:3]=1.NC(N)=[S:21], predict the reaction product. The product is: [C:11]([O:10][C:8](=[O:9])[CH2:7][N:6]1[C:5]2[CH:15]=[CH:16][CH:17]=[CH:18][C:4]=2[N:3]=[C:2]1[SH:21])([CH3:14])([CH3:13])[CH3:12].